Dataset: Forward reaction prediction with 1.9M reactions from USPTO patents (1976-2016). Task: Predict the product of the given reaction. (1) Given the reactants [NH2:1][C:2]1[CH:7]=[CH:6][C:5]([CH3:8])=[CH:4][C:3]=1[OH:9].C([O-])([O-])=O.[K+].[K+].[C:16]1([C:26]2[CH:31]=[CH:30][CH:29]=[CH:28][CH:27]=2)[CH:21]=[CH:20][C:19]([C:22](=O)[CH2:23]Br)=[CH:18][CH:17]=1, predict the reaction product. The product is: [C:16]1([C:26]2[CH:27]=[CH:28][CH:29]=[CH:30][CH:31]=2)[CH:17]=[CH:18][C:19]([C:22]2[CH2:23][O:9][C:3]3[CH:4]=[C:5]([CH3:8])[CH:6]=[CH:7][C:2]=3[N:1]=2)=[CH:20][CH:21]=1. (2) Given the reactants [H-].[Na+].[F:3][C:4]1[C:9]([F:10])=[CH:8][CH:7]=[CH:6][C:5]=1[CH:11]([OH:25])[C@@H:12]1[CH2:17][CH2:16][CH2:15][N:14]([C:18]([O:20][C:21]([CH3:24])([CH3:23])[CH3:22])=[O:19])[CH2:13]1.Br[CH2:27][C:28]([O:30][CH2:31][CH3:32])=[O:29].[NH4+].[Cl-], predict the reaction product. The product is: [F:3][C:4]1[C:9]([F:10])=[CH:8][CH:7]=[CH:6][C:5]=1[CH:11]([O:25][CH2:27][C:28]([O:30][CH2:31][CH3:32])=[O:29])[C@@H:12]1[CH2:17][CH2:16][CH2:15][N:14]([C:18]([O:20][C:21]([CH3:22])([CH3:24])[CH3:23])=[O:19])[CH2:13]1.